From a dataset of Catalyst prediction with 721,799 reactions and 888 catalyst types from USPTO. Predict which catalyst facilitates the given reaction. (1) Reactant: O[CH2:2][C:3]1[CH:8]=[CH:7][N:6]=[C:5]([C:9]2[CH:14]=[C:13]([O:15][CH3:16])[C:12]([O:17][CH3:18])=[C:11]([O:19][CH3:20])[CH:10]=2)[CH:4]=1.[Cl-:21]. Product: [Cl:21][CH2:2][C:3]1[CH:8]=[CH:7][N:6]=[C:5]([C:9]2[CH:14]=[C:13]([O:15][CH3:16])[C:12]([O:17][CH3:18])=[C:11]([O:19][CH3:20])[CH:10]=2)[CH:4]=1. The catalyst class is: 22. (2) Reactant: [NH2:1][C:2]1[CH:3]=[C:4]([CH:36]=[CH:37][CH:38]=1)[CH2:5][O:6][CH2:7][CH2:8][O:9][C:10]1[CH:15]=[CH:14][C:13]([CH2:16][CH2:17][N:18]2[CH2:22][C@@H:21]([C:23]3[CH:34]=[CH:33][C:26]4[O:27][C:28]([CH3:32])([CH3:31])[O:29][CH2:30][C:25]=4[CH:24]=3)[O:20][C:19]2=[O:35])=[CH:12][CH:11]=1.Cl.[C:40](Cl)(=[O:47])[C:41]1[CH:46]=[CH:45][CH:44]=[N:43][CH:42]=1.C(N(CC)C(C)C)(C)C. Product: [CH3:31][C:28]1([CH3:32])[O:27][C:26]2[CH:33]=[CH:34][C:23]([C@H:21]3[O:20][C:19](=[O:35])[N:18]([CH2:17][CH2:16][C:13]4[CH:12]=[CH:11][C:10]([O:9][CH2:8][CH2:7][O:6][CH2:5][C:4]5[CH:3]=[C:2]([NH:1][C:40](=[O:47])[C:41]6[CH:46]=[CH:45][CH:44]=[N:43][CH:42]=6)[CH:38]=[CH:37][CH:36]=5)=[CH:15][CH:14]=4)[CH2:22]3)=[CH:24][C:25]=2[CH2:30][O:29]1. The catalyst class is: 2. (3) Reactant: [CH3:1][C@@H:2]([NH:13][CH2:14][CH2:15][CH2:16][C:17]1[CH:18]=[CH:19][CH:20]=[C:21]([C:23]([F:26])([F:25])[F:24])[CH:22]=1)[C:3]1[CH:4]=[CH:5][CH:6]=[C:7]2[CH:12]=[CH:11][CH:10]=[CH:9][C:8]=12.ClC1C=CC=C(C(OO)=[O:35])C=1.C(=O)(O)[O-].[Na+]. Product: [CH3:1][C@H:2]([C:3]1[C:8]2[C:7](=[CH:12][CH:11]=[CH:10][CH:9]=2)[CH:6]=[CH:5][CH:4]=1)[NH+:13]([O-:35])[CH2:14][CH2:15][CH2:16][C:17]1[CH:18]=[CH:19][CH:20]=[C:21]([C:23]([F:24])([F:25])[F:26])[CH:22]=1. The catalyst class is: 4. (4) Reactant: [C:1]([O:5][C:6](=[O:40])[CH2:7][CH:8]1[CH2:13][CH:12]([CH2:14][CH2:15][C:16]2[N:17]([CH:35]([CH3:37])[CH3:36])[C:18](I)=[C:19]([C:28]3[CH:33]=[CH:32][CH:31]=[CH:30][N:29]=3)[C:20]=2[C:21]2[CH:26]=[CH:25][C:24]([F:27])=[CH:23][CH:22]=2)[O:11][C:10]([CH3:39])([CH3:38])[O:9]1)([CH3:4])([CH3:3])[CH3:2].[C:41]([Cu])#[N:42].[C-]#N.[K+]. Product: [C:1]([O:5][C:6](=[O:40])[CH2:7][CH:8]1[CH2:13][CH:12]([CH2:14][CH2:15][C:16]2[N:17]([CH:35]([CH3:37])[CH3:36])[C:18]([C:41]#[N:42])=[C:19]([C:28]3[CH:33]=[CH:32][CH:31]=[CH:30][N:29]=3)[C:20]=2[C:21]2[CH:26]=[CH:25][C:24]([F:27])=[CH:23][CH:22]=2)[O:11][C:10]([CH3:39])([CH3:38])[O:9]1)([CH3:4])([CH3:3])[CH3:2]. The catalyst class is: 3. (5) Product: [OH:11][B:9]1[C:8]2[CH:12]=[C:13]([O:17][C:18]3[CH:23]=[CH:22][CH:21]=[CH:20][N:19]=3)[CH:14]=[C:15]([CH3:16])[C:7]=2[CH:6]([CH2:5][C:4]([OH:24])=[O:3])[O:10]1. Reactant: C([O:3][C:4](=[O:24])[CH2:5][CH:6]1[O:10][B:9]([OH:11])[C:8]2[CH:12]=[C:13]([O:17][C:18]3[CH:23]=[CH:22][CH:21]=[CH:20][N:19]=3)[CH:14]=[C:15]([CH3:16])[C:7]1=2)C.[Li+].[OH-].Cl. The catalyst class is: 20. (6) Reactant: [CH2:1]([O:3][C:4]1[CH:5]=[C:6]([N:10]2[CH:14]=[C:13]([CH:15]=[O:16])[C:12]([CH2:17][CH3:18])=[N:11]2)[CH:7]=[CH:8][CH:9]=1)[CH3:2].[CH2:19]([Mg]Br)[CH:20]([CH3:22])[CH3:21]. Product: [CH2:1]([O:3][C:4]1[CH:5]=[C:6]([N:10]2[CH:14]=[C:13]([CH:15]([OH:16])[CH2:19][CH:20]([CH3:22])[CH3:21])[C:12]([CH2:17][CH3:18])=[N:11]2)[CH:7]=[CH:8][CH:9]=1)[CH3:2]. The catalyst class is: 7. (7) Reactant: [C:1]([O:5][C:6]([NH:8][C:9]1([C:21]([OH:23])=O)[CH2:17][C:16]2[C:11](=[CH:12][CH:13]=[C:14]([N+:18]([O-:20])=[O:19])[CH:15]=2)[CH2:10]1)=[O:7])([CH3:4])([CH3:3])[CH3:2].[Cl-].[NH4+].C(Cl)CCl.CC[N:32](C(C)C)C(C)C.C([O-])(O)=O.[Na+]. Product: [NH4+:8].[OH-:5].[C:1]([O:5][C:6](=[O:7])[NH:8][C:9]1([C:21]([NH2:32])=[O:23])[CH2:17][C:16]2[C:11](=[CH:12][CH:13]=[C:14]([N+:18]([O-:20])=[O:19])[CH:15]=2)[CH2:10]1)([CH3:3])([CH3:2])[CH3:4]. The catalyst class is: 3.